Dataset: Full USPTO retrosynthesis dataset with 1.9M reactions from patents (1976-2016). Task: Predict the reactants needed to synthesize the given product. (1) Given the product [C:26]([O:25][C:23](=[O:24])[CH2:17][CH2:18][CH2:19][C:20]([OH:22])=[O:21])([CH3:29])([CH3:27])[CH3:28], predict the reactants needed to synthesize it. The reactants are: NCCCC[C@H](NC(=O)N[C@H:17]([C:23]([O:25][C:26]([CH3:29])([CH3:28])[CH3:27])=[O:24])[CH2:18][CH2:19][C:20]([OH:22])=[O:21])C(OC(C)(C)C)=O.CC(O)=O.C(C1N(CC(OC(C)(C)C)=O)C=CN=1)=O.[BH-](OC(C)=O)(OC(C)=O)OC(C)=O.[Na+]. (2) Given the product [Br:24][C:25]1[CH:26]=[CH:27][C:28]([O:8][CH2:7][C:6]([N:5]2[C:2]([CH3:21])([CH3:1])[C:3](=[O:20])[N:4]2[CH:10]2[CH:11]3[CH2:12][CH:13]4[CH2:14][CH:15]([CH2:16][CH:17]2[CH2:18]4)[CH2:19]3)=[O:9])=[N:29][CH:30]=1, predict the reactants needed to synthesize it. The reactants are: [CH3:1][C:2]1([CH3:21])[N:5]([C:6](=[O:9])[CH2:7][OH:8])[N:4]([CH:10]2[CH:17]3[CH2:18][CH:13]4[CH2:14][CH:15]([CH2:19][CH:11]2[CH2:12]4)[CH2:16]3)[C:3]1=[O:20].[OH-].[Na+].[Br:24][C:25]1[CH:26]=[CH:27][C:28](F)=[N:29][CH:30]=1.O.